Predict which catalyst facilitates the given reaction. From a dataset of Catalyst prediction with 721,799 reactions and 888 catalyst types from USPTO. (1) Reactant: Br[C:2]1[CH:3]=[CH:4][C:5]2[C:6]3[S:15][C:14]([CH2:16][CH2:17][CH3:18])=[N:13][C:7]=3[C:8]([NH2:12])=[N:9][C:10]=2[CH:11]=1.[CH3:19][S:20]([C:23]1[CH:24]=[C:25](B(O)O)[CH:26]=[CH:27][CH:28]=1)(=[O:22])=[O:21]. Product: [CH3:19][S:20]([C:23]1[CH:28]=[C:27]([C:2]2[CH:3]=[CH:4][C:5]3[C:6]4[S:15][C:14]([CH2:16][CH2:17][CH3:18])=[N:13][C:7]=4[C:8]([NH2:12])=[N:9][C:10]=3[CH:11]=2)[CH:26]=[CH:25][CH:24]=1)(=[O:22])=[O:21]. The catalyst class is: 27. (2) Reactant: [Si:1]([O:8][CH:9]1[CH2:14][CH2:13][CH:12]([C:15](=[O:29])[CH2:16][CH:17]2[C:25]3[C:20](=[CH:21][CH:22]=[CH:23][CH:24]=3)[C:19]3=[CH:26][N:27]=[CH:28][N:18]23)[CH2:11][CH2:10]1)([C:4]([CH3:7])([CH3:6])[CH3:5])([CH3:3])[CH3:2].[BH4-].[Na+]. Product: [Si:1]([O:8][CH:9]1[CH2:14][CH2:13][CH:12]([CH:15]([OH:29])[CH2:16][CH:17]2[C:25]3[C:20](=[CH:21][CH:22]=[CH:23][CH:24]=3)[C:19]3=[CH:26][N:27]=[CH:28][N:18]23)[CH2:11][CH2:10]1)([C:4]([CH3:7])([CH3:5])[CH3:6])([CH3:3])[CH3:2]. The catalyst class is: 5. (3) Reactant: [CH3:1][O:2][C:3]1[C:10]([O:11][CH3:12])=[CH:9][CH:8]=[CH:7][C:4]=1[CH2:5]O.S(Cl)([Cl:15])=O. Product: [Cl:15][CH2:5][C:4]1[CH:7]=[CH:8][CH:9]=[C:10]([O:11][CH3:12])[C:3]=1[O:2][CH3:1]. The catalyst class is: 27. (4) Reactant: I[CH2:2][CH2:3][CH2:4][CH2:5][CH2:6][C:7]([O:9][C:10]([CH3:13])([CH3:12])[CH3:11])=[O:8].[C:14]1([OH:20])[CH:19]=[CH:18][CH:17]=[CH:16][CH:15]=1.C([O-])([O-])=O.[K+].[K+]. Product: [O:20]([CH2:2][CH2:3][CH2:4][CH2:5][CH2:6][C:7]([O:9][C:10]([CH3:13])([CH3:12])[CH3:11])=[O:8])[C:14]1[CH:19]=[CH:18][CH:17]=[CH:16][CH:15]=1. The catalyst class is: 3. (5) Reactant: [O:1]=[C:2]1[CH2:7][CH2:6][N:5]([C:8]2[CH:9]=[N:10][N:11]([CH:13]([CH3:18])[C:14]([O:16][CH3:17])=[O:15])[CH:12]=2)[CH2:4][CH2:3]1.[F:19][C:20]([F:39])([F:38])[S:21](N(C1C=CC=CC=1)[S:21]([C:20]([F:39])([F:38])[F:19])(=[O:23])=[O:22])(=[O:23])=[O:22].C[Si]([N-][Si](C)(C)C)(C)C.[Na+]. Product: [F:19][C:20]([F:39])([F:38])[S:21]([O:1][C:2]1[CH2:7][CH2:6][N:5]([C:8]2[CH:9]=[N:10][N:11]([CH:13]([CH3:18])[C:14]([O:16][CH3:17])=[O:15])[CH:12]=2)[CH2:4][CH:3]=1)(=[O:23])=[O:22]. The catalyst class is: 7. (6) Reactant: C(OP([CH2:9][C:10]([O:12][CH2:13][CH3:14])=[O:11])(OCC)=O)C.[H-].[Na+].[Cl:17][C:18]1[C:19]([O:28][C:29]2[CH:36]=[C:35]([O:37][CH2:38][O:39][CH3:40])[CH:34]=[CH:33][C:30]=2[CH:31]=O)=[N:20][CH:21]=[C:22]([C:24]([F:27])([F:26])[F:25])[CH:23]=1.[Cl-].[NH4+]. Product: [Cl:17][C:18]1[C:19]([O:28][C:29]2[CH:36]=[C:35]([O:37][CH2:38][O:39][CH3:40])[CH:34]=[CH:33][C:30]=2/[CH:31]=[CH:9]/[C:10]([O:12][CH2:13][CH3:14])=[O:11])=[N:20][CH:21]=[C:22]([C:24]([F:27])([F:26])[F:25])[CH:23]=1. The catalyst class is: 213. (7) Reactant: Br[CH2:2][C:3]([C:5]12[CH2:14][CH:9]3[CH2:10][CH:11]([CH2:13][CH:7]([CH2:8]3)[CH2:6]1)[CH2:12]2)=[O:4].[SH:15][C:16]1[N:17]([CH3:21])[CH:18]=[CH:19][N:20]=1.C(N(CC)CC)C. Product: [C:5]12([C:3](=[O:4])[CH2:2][S:15][C:16]3[N:17]([CH3:21])[CH:18]=[CH:19][N:20]=3)[CH2:14][CH:9]3[CH2:10][CH:11]([CH2:13][CH:7]([CH2:8]3)[CH2:6]1)[CH2:12]2. The catalyst class is: 10.